From a dataset of Peptide-MHC class II binding affinity with 134,281 pairs from IEDB. Regression. Given a peptide amino acid sequence and an MHC pseudo amino acid sequence, predict their binding affinity value. This is MHC class II binding data. (1) The peptide sequence is FSSAGGFFTSVGKGI. The MHC is DRB3_0101 with pseudo-sequence DRB3_0101. The binding affinity (normalized) is 0.370. (2) The peptide sequence is GQIGNDPNRDIL. The MHC is HLA-DPA10103-DPB10401 with pseudo-sequence HLA-DPA10103-DPB10401. The binding affinity (normalized) is 0.112. (3) The peptide sequence is VGNWQYFFPVIFSKASDSLQLVFGIELMEVD. The MHC is DRB1_0802 with pseudo-sequence DRB1_0802. The binding affinity (normalized) is 0.377. (4) The peptide sequence is FDREFTFGWDELLSK. The MHC is DRB1_0301 with pseudo-sequence DRB1_0301. The binding affinity (normalized) is 0.313. (5) The peptide sequence is RPTAWFLPSIRAANV. The MHC is DRB3_0101 with pseudo-sequence DRB3_0101. The binding affinity (normalized) is 0.362. (6) The peptide sequence is HIDLLVGSATLCSALYVGDL. The MHC is DRB1_0404 with pseudo-sequence DRB1_0404. The binding affinity (normalized) is 0.383. (7) The peptide sequence is AFILDGDNLFPKY. The MHC is HLA-DQA10501-DQB10201 with pseudo-sequence HLA-DQA10501-DQB10201. The binding affinity (normalized) is 0.624. (8) The peptide sequence is TFYGSNPRGAAPDDH. The MHC is HLA-DQA10301-DQB10302 with pseudo-sequence HLA-DQA10301-DQB10302. The binding affinity (normalized) is 0.210.